Dataset: Full USPTO retrosynthesis dataset with 1.9M reactions from patents (1976-2016). Task: Predict the reactants needed to synthesize the given product. (1) Given the product [C:1]([O:5][C:6]([N:8]1[CH2:13][CH2:12][N:11]([CH2:14][CH2:15][CH2:16][S:17](=[O:32])(=[O:33])[NH2:18])[CH2:10][CH2:9]1)=[O:7])([CH3:4])([CH3:2])[CH3:3], predict the reactants needed to synthesize it. The reactants are: [C:1]([O:5][C:6]([N:8]1[CH2:13][CH2:12][N:11]([CH2:14][CH2:15][CH2:16][S:17](=[O:33])(=[O:32])[NH:18]C(C2C=CC=CC=2)C2C=CC=CC=2)[CH2:10][CH2:9]1)=[O:7])([CH3:4])([CH3:3])[CH3:2]. (2) Given the product [CH3:1][C:2]1([CH3:12])[C:10]2[C:5](=[N:6][CH:7]=[CH:8][CH:9]=2)[NH:4][CH2:3]1, predict the reactants needed to synthesize it. The reactants are: [CH3:1][C:2]1([CH3:12])[C:10]2[C:5](=[N:6][CH:7]=[CH:8][CH:9]=2)[NH:4][C:3]1=O.[H-].[Al+3].[Li+].[H-].[H-].[H-]. (3) Given the product [F:11][C:12]1[C:17]([CH:18]([OH:19])[C:10]2[C:3]3[C:2]([CH3:1])=[N:7][CH:6]=[N:5][C:4]=3[NH:8][CH:9]=2)=[C:16]([F:20])[CH:15]=[CH:14][C:13]=1[NH:21][S:22]([CH2:25][CH2:26][CH3:27])(=[O:24])=[O:23], predict the reactants needed to synthesize it. The reactants are: [CH3:1][C:2]1[C:3]2[CH:10]=[CH:9][NH:8][C:4]=2[N:5]=[CH:6][N:7]=1.[F:11][C:12]1[C:17]([CH:18]=[O:19])=[C:16]([F:20])[CH:15]=[CH:14][C:13]=1[NH:21][S:22]([CH2:25][CH2:26][CH3:27])(=[O:24])=[O:23].[OH-].[K+]. (4) Given the product [Si:1]([O:8][CH2:9][CH2:10][CH2:11][N:12]1[C:17](=[O:18])[C:16]2[C:19]([CH:24]([OH:29])[CH2:25][CH:26]([CH3:27])[CH3:28])=[C:20]([C:37]3[CH:36]=[CH:35][CH:34]=[C:33]([Cl:32])[CH:38]=3)[N:21]=[CH:22][C:15]=2[N:14]([CH3:30])[C:13]1=[O:31])([C:4]([CH3:7])([CH3:6])[CH3:5])([CH3:2])[CH3:3], predict the reactants needed to synthesize it. The reactants are: [Si:1]([O:8][CH2:9][CH2:10][CH2:11][N:12]1[C:17](=[O:18])[C:16]2[C:19]([CH:24]([OH:29])[CH2:25][CH:26]([CH3:28])[CH3:27])=[C:20](Cl)[N:21]=[CH:22][C:15]=2[N:14]([CH3:30])[C:13]1=[O:31])([C:4]([CH3:7])([CH3:6])[CH3:5])([CH3:3])[CH3:2].[Cl:32][C:33]1[CH:34]=[C:35](B(O)O)[CH:36]=[CH:37][CH:38]=1.[O-]P([O-])([O-])=O.[K+].[K+].[K+]. (5) Given the product [OH:1][C:2]1([C:13]2[S:14][C:15]([C:18]3[CH:23]=[C:22]([NH:24][C:25]4[N:30]=[C:29]([O:31][CH:32]([CH3:34])[CH3:33])[CH:28]=[CH:27][N:26]=4)[CH:21]=[C:20]([CH3:35])[N:19]=3)=[CH:16][N:17]=2)[CH2:7][CH2:6][CH:5]([C:8]([NH2:39])=[O:10])[C:4]([CH3:12])([CH3:11])[CH2:3]1, predict the reactants needed to synthesize it. The reactants are: [OH:1][C:2]1([C:13]2[S:14][C:15]([C:18]3[CH:23]=[C:22]([NH:24][C:25]4[N:30]=[C:29]([O:31][CH:32]([CH3:34])[CH3:33])[CH:28]=[CH:27][N:26]=4)[CH:21]=[C:20]([CH3:35])[N:19]=3)=[CH:16][N:17]=2)[CH2:7][CH2:6][CH:5]([C:8]([OH:10])=O)[C:4]([CH3:12])([CH3:11])[CH2:3]1.[Cl-].[NH4+].C[N:39](C(ON1N=NC2C=CC=NC1=2)=[N+](C)C)C.F[P-](F)(F)(F)(F)F.CCN(C(C)C)C(C)C.C(=O)(O)[O-].[Na+]. (6) Given the product [CH3:13][S:14]([O:1][CH2:2][C:3]1[N:8]=[C:7]([C:9]([O:11][CH3:12])=[O:10])[CH:6]=[CH:5][CH:4]=1)(=[O:16])=[O:15], predict the reactants needed to synthesize it. The reactants are: [OH:1][CH2:2][C:3]1[N:8]=[C:7]([C:9]([O:11][CH3:12])=[O:10])[CH:6]=[CH:5][CH:4]=1.[CH3:13][S:14](Cl)(=[O:16])=[O:15]. (7) Given the product [Br:1][C:2]1[CH:3]=[CH:4][C:5]2[N:9]=[CH:8][N:7]([CH:10]3[CH2:14][CH2:13][NH:12][CH2:11]3)[C:6]=2[CH:22]=1, predict the reactants needed to synthesize it. The reactants are: [Br:1][C:2]1[CH:3]=[CH:4][C:5]2[N:9]=[CH:8][N:7]([CH:10]3[CH2:14][CH2:13][N:12](C(OC(C)(C)C)=O)[CH2:11]3)[C:6]=2[CH:22]=1.C(O)(C(F)(F)F)=O. (8) Given the product [CH2:1]([O:4][C:5]1[CH:6]=[CH:7][CH:8]=[C:9]2[C:14]=1[CH:13]=[N+:12]([O-:23])[CH:11]=[CH:10]2)[CH2:2][CH3:3], predict the reactants needed to synthesize it. The reactants are: [CH2:1]([O:4][C:5]1[CH:6]=[CH:7][CH:8]=[C:9]2[C:14]=1[CH:13]=[N:12][CH:11]=[CH:10]2)[CH2:2][CH3:3].C1C=C(Cl)C=C(C(OO)=[O:23])C=1. (9) Given the product [CH2:24]([NH:23][C:21]1[CH:20]=[C:19]([CH3:28])[N:18]=[C:17]([NH:15][C:5]2[CH:6]=[CH:7][C:8]([N:9]3[CH:13]=[C:12]([CH3:14])[N:11]=[CH:10]3)=[C:3]([O:2][CH3:1])[CH:4]=2)[N:22]=1)[CH:25]([CH3:27])[CH3:26], predict the reactants needed to synthesize it. The reactants are: [CH3:1][O:2][C:3]1[CH:4]=[C:5]([NH2:15])[CH:6]=[CH:7][C:8]=1[N:9]1[CH:13]=[C:12]([CH3:14])[N:11]=[CH:10]1.Cl[C:17]1[N:22]=[C:21]([NH:23][CH2:24][CH:25]([CH3:27])[CH3:26])[CH:20]=[C:19]([CH3:28])[N:18]=1. (10) Given the product [NH:1]1[CH2:6][CH2:5][CH:4]([C:7]2[N:11]([C:12]3[CH:13]=[C:14]([CH:20]=[CH:21][CH:22]=3)[C:15]([O:17][CH2:18][CH3:19])=[O:16])[C:10]3[CH:23]=[CH:24][C:25]([C:27]([F:30])([F:29])[F:28])=[CH:26][C:9]=3[N:8]=2)[CH2:3][CH2:2]1, predict the reactants needed to synthesize it. The reactants are: [N:1]1[CH:6]=[CH:5][C:4]([C:7]2[N:11]([C:12]3[CH:13]=[C:14]([CH:20]=[CH:21][CH:22]=3)[C:15]([O:17][CH2:18][CH3:19])=[O:16])[C:10]3[CH:23]=[CH:24][C:25]([C:27]([F:30])([F:29])[F:28])=[CH:26][C:9]=3[N:8]=2)=[CH:3][CH:2]=1.Cl.